From a dataset of Retrosynthesis with 50K atom-mapped reactions and 10 reaction types from USPTO. Predict the reactants needed to synthesize the given product. Given the product CC(C)(C)OC(=O)N1CCc2ccc(Oc3ccc(N4CCCC4=O)nc3)cc2CC1, predict the reactants needed to synthesize it. The reactants are: CC(C)(C)OC(=O)N1CCc2ccc(Oc3ccc(Cl)nc3)cc2CC1.O=C1CCCN1.